Dataset: Reaction yield outcomes from USPTO patents with 853,638 reactions. Task: Predict the reaction yield, written as a fraction of the theoretical maximum amount of product (1.0 means a 100% yield; for example, 0.34 means a 34% yield). (1) The reactants are [C:1]1([C:7]2[N:11]=[C:10]([N:12]3[CH2:17][CH2:16][NH:15][CH2:14][CH2:13]3)[S:9][N:8]=2)[CH:6]=[CH:5][CH:4]=[CH:3][CH:2]=1.C(N(CC)CC)C.[CH3:25][C:26]1[O:30][N:29]=[C:28]([C:31]2[CH:36]=[CH:35][CH:34]=[CH:33][CH:32]=2)[C:27]=1[N:37]=[C:38]=[O:39]. The catalyst is O1CCCC1. The product is [CH3:25][C:26]1[O:30][N:29]=[C:28]([C:31]2[CH:36]=[CH:35][CH:34]=[CH:33][CH:32]=2)[C:27]=1[NH:37][C:38]([N:15]1[CH2:16][CH2:17][N:12]([C:10]2[S:9][N:8]=[C:7]([C:1]3[CH:2]=[CH:3][CH:4]=[CH:5][CH:6]=3)[N:11]=2)[CH2:13][CH2:14]1)=[O:39]. The yield is 0.633. (2) The product is [N:12]1([C:17]2[CH:24]=[CH:23][C:20](/[CH:21]=[CH:10]/[C:9]([C:4]3[CH:3]=[C:2]([Cl:1])[CH:7]=[C:6]([Cl:8])[CH:5]=3)=[O:11])=[CH:19][CH:18]=2)[CH:16]=[N:15][CH:14]=[N:13]1. The yield is 0.170. The catalyst is C(O)C.O. The reactants are [Cl:1][C:2]1[CH:3]=[C:4]([C:9](=[O:11])[CH3:10])[CH:5]=[C:6]([Cl:8])[CH:7]=1.[N:12]1([C:17]2[CH:24]=[CH:23][C:20]([CH:21]=O)=[CH:19][CH:18]=2)[CH:16]=[N:15][CH:14]=[N:13]1.[OH-].[Na+]. (3) The reactants are [F:1][C:2]1[CH:3]=[C:4]([CH:6]=[CH:7][C:8]=1[C:9]1[N:10]=[C:11]([N:20]2[CH2:25][CH2:24][O:23][CH2:22][C@@H:21]2[CH3:26])[C:12]2[CH2:18][CH2:17][N:16]([CH3:19])[CH2:15][C:13]=2[N:14]=1)[NH2:5].[CH2:27]([N:29]=[C:30]=[O:31])[CH3:28]. No catalyst specified. The product is [CH2:27]([NH:29][C:30]([NH:5][C:4]1[CH:6]=[CH:7][C:8]([C:9]2[N:10]=[C:11]([N:20]3[CH2:25][CH2:24][O:23][CH2:22][C@@H:21]3[CH3:26])[C:12]3[CH2:18][CH2:17][N:16]([CH3:19])[CH2:15][C:13]=3[N:14]=2)=[C:2]([F:1])[CH:3]=1)=[O:31])[CH3:28]. The yield is 0.0600. (4) The reactants are [CH2:1](O)[C:2]1[CH:7]=[CH:6][CH:5]=[CH:4][CH:3]=1.[CH3:9][C:10]1[CH:11]=[C:12]([CH:15]=[C:16]([C:19]([OH:21])=[O:20])[C:17]=1[OH:18])[CH:13]=[O:14].C1(P(C2C=CC=CC=2)C2C=CC=CC=2)C=CC=CC=1.N(C(OCC)=O)=NC(OCC)=O. The catalyst is O1CCCC1. The product is [CH3:9][C:10]1[CH:11]=[C:12]([CH:15]=[C:16]([C:19]([O:21][CH2:1][C:2]2[CH:7]=[CH:6][CH:5]=[CH:4][CH:3]=2)=[O:20])[C:17]=1[OH:18])[CH:13]=[O:14]. The yield is 0.489.